Dataset: Serine/threonine kinase 33 screen with 319,792 compounds. Task: Binary Classification. Given a drug SMILES string, predict its activity (active/inactive) in a high-throughput screening assay against a specified biological target. (1) The molecule is O1C(CCC1)CNc1nc(nc2c1cccc2)Nc1ccccc1. The result is 0 (inactive). (2) The molecule is Brc1cc(Cl)c(OCCCN2CCC(CC2)C)cc1. The result is 0 (inactive). (3) The compound is Fc1ccc(C2CC(=O)NC(=C2C(=O)C)C)cc1. The result is 0 (inactive). (4) The drug is S(=O)(=O)(Nc1ccc(cc1)C(=O)NNC(=O)c1oc(cc1)C)c1sccc1. The result is 0 (inactive). (5) The molecule is S(C(c1ccccc1)C(=O)Nc1ccc(S(=O)(=O)N)cc1)c1ccccc1. The result is 0 (inactive). (6) The molecule is S=C(N(CCN(CC)CC)Cc1cc2c([nH]c1=O)cc1OCOc1c2)NCc1occc1. The result is 0 (inactive).